Task: Predict the reaction yield, written as a fraction of the theoretical maximum amount of product (1.0 means a 100% yield; for example, 0.34 means a 34% yield).. Dataset: Reaction yield outcomes from USPTO patents with 853,638 reactions (1) The reactants are Br[C:2]1[CH:7]=[C:6]([O:8][C:9]([F:14])([F:13])[CH:10]([F:12])[F:11])[CH:5]=[C:4]([F:15])[CH:3]=1.[Li]CCCC.[Si:21]([O:28][C:29]1[CH:30]=[C:31]([CH:38]=[CH:39][C:40]=1[F:41])[C:32](N(OC)C)=[O:33])([C:24]([CH3:27])([CH3:26])[CH3:25])([CH3:23])[CH3:22].Cl. The catalyst is CCOCC. The product is [Si:21]([O:28][C:29]1[CH:30]=[C:31]([C:32]([C:2]2[CH:7]=[C:6]([O:8][C:9]([F:14])([F:13])[CH:10]([F:12])[F:11])[CH:5]=[C:4]([F:15])[CH:3]=2)=[O:33])[CH:38]=[CH:39][C:40]=1[F:41])([C:24]([CH3:27])([CH3:26])[CH3:25])([CH3:23])[CH3:22]. The yield is 0.710. (2) The reactants are [CH3:1][C:2]1([CH3:16])[CH2:7][O:6][C:5]2([CH2:14][CH2:13][CH2:12][C:11](=O)[CH2:10][CH2:9][CH2:8]2)[O:4][CH2:3]1.C[N:18]1[CH:23]=[C:22]([N+:24]([O-:26])=[O:25])[CH:21]=C([N+]([O-])=O)C1=O.N. The catalyst is CO. The product is [CH3:1][C:2]1([CH3:16])[CH2:7][O:6][C:5]2([CH2:14][CH2:13][CH2:12][C:11]3=[N:18][CH:23]=[C:22]([N+:24]([O-:26])=[O:25])[CH:21]=[C:10]3[CH2:9][CH2:8]2)[O:4][CH2:3]1. The yield is 0.925.